From a dataset of Forward reaction prediction with 1.9M reactions from USPTO patents (1976-2016). Predict the product of the given reaction. (1) The product is: [CH3:22][O:23][C:11]1[CH:3]=[CH:4][C:5]2[S:9][C:8]([C:13]3[CH:14]=[CH:15][C:16]([NH:44][CH3:43])=[N:17][CH:18]=3)=[N:7][C:6]=2[CH:10]=1. Given the reactants CO[C:3]1[CH:11]=[CH:10][C:6]2[N:7]=[CH:8][S:9][C:5]=2[CH:4]=1.Br[C:13]1[CH:14]=[CH:15][C:16](C(N)=O)=[N:17][CH:18]=1.[CH3:22][O:23]C1C=CC2N=C(C3C=CC(C(F)(F)F)=CN=3)SC=2C=1.[CH3:43][N:44](C=O)C, predict the reaction product. (2) The product is: [Br:34][C:32]1[CH:31]=[CH:30][C:29]([O:35][CH3:36])=[C:28]([CH:33]=1)[CH2:26][C:18]1[S:17][C:21]2[CH:22]=[CH:23][CH:24]=[CH:25][C:20]=2[CH:19]=1. Given the reactants [SiH](CC)(CC)CC.B(F)(F)F.CCOCC.[S:17]1[C:21]2[CH:22]=[CH:23][CH:24]=[CH:25][C:20]=2[CH:19]=[C:18]1[CH:26]([C:28]1[CH:33]=[C:32]([Br:34])[CH:31]=[CH:30][C:29]=1[O:35][CH3:36])O.C(=O)(O)[O-].[Na+], predict the reaction product. (3) Given the reactants [NH2:1][CH2:2][CH2:3][C:4]1[CH:19]=[CH:18][C:7]([O:8][C:9]2[N:14]=[C:13]([C:15]([NH2:17])=[O:16])[CH:12]=[CH:11][CH:10]=2)=[CH:6][CH:5]=1.[CH:20](=O)[C:21]1[CH:26]=[CH:25][CH:24]=[CH:23][CH:22]=1.[BH4-].[Na+], predict the reaction product. The product is: [CH2:20]([NH:1][CH2:2][CH2:3][C:4]1[CH:19]=[CH:18][C:7]([O:8][C:9]2[N:14]=[C:13]([C:15]([NH2:17])=[O:16])[CH:12]=[CH:11][CH:10]=2)=[CH:6][CH:5]=1)[C:21]1[CH:26]=[CH:25][CH:24]=[CH:23][CH:22]=1. (4) The product is: [ClH:22].[Cl:22][C:23]1[CH:28]=[C:27]([F:29])[CH:26]=[CH:25][C:24]=1[CH:16]1[CH2:21][CH2:20][CH2:19][NH:18][CH2:17]1. Given the reactants Cl.FC1C=CC=CC=1C1CCCNC1.I[C:16]1[CH:17]=[N:18][CH:19]=[CH:20][CH:21]=1.[Cl:22][C:23]1[CH:28]=[C:27]([F:29])[CH:26]=[CH:25][C:24]=1B(O)O, predict the reaction product. (5) Given the reactants [Br:1][C:2]1[CH:3]=[CH:4][C:5]([C:8]([NH:10][CH:11](O)[C:12]([C:14]2[C:23]3[C:18](=[CH:19][CH:20]=[CH:21][CH:22]=3)[CH:17]=[CH:16][CH:15]=2)=[O:13])=[O:9])=[N:6][CH:7]=1.P(Cl)(Cl)(Cl)(Cl)Cl.[Cl:31][C:32]1[CH:38]=[CH:37][C:35]([NH2:36])=[CH:34][CH:33]=1, predict the reaction product. The product is: [Br:1][C:2]1[CH:3]=[CH:4][C:5]([C:8]([NH:10][CH:11]([NH:36][C:35]2[CH:37]=[CH:38][C:32]([Cl:31])=[CH:33][CH:34]=2)[C:12]([C:14]2[C:23]3[C:18](=[CH:19][CH:20]=[CH:21][CH:22]=3)[CH:17]=[CH:16][CH:15]=2)=[O:13])=[O:9])=[N:6][CH:7]=1. (6) Given the reactants O[CH2:2][C:3]1[N:7]([C:8]2[CH:9]=[C:10]([C:14]3[CH2:20][C:19](=[O:21])[NH:18][C:17]4[CH:22]=[C:23]([CH3:32])[C:24]([N:26]([CH2:28][CH:29]([CH3:31])[CH3:30])[CH3:27])=[CH:25][C:16]=4[N:15]=3)[CH:11]=[CH:12][CH:13]=2)[N:6]=[N:5][CH:4]=1.S(Cl)(Cl)=O.[Cl-].[NH:38]1[CH2:42][CH2:41][CH2:40][CH2:39]1, predict the reaction product. The product is: [CH2:28]([N:26]([CH3:27])[C:24]1[C:23]([CH3:32])=[CH:22][C:17]2[NH:18][C:19](=[O:21])[CH2:20][C:14]([C:10]3[CH:11]=[CH:12][CH:13]=[C:8]([N:7]4[C:3]([CH2:2][N:38]5[CH2:42][CH2:41][CH2:40][CH2:39]5)=[CH:4][N:5]=[N:6]4)[CH:9]=3)=[N:15][C:16]=2[CH:25]=1)[CH:29]([CH3:31])[CH3:30]. (7) Given the reactants [CH:1]([N:14]1[CH2:17][CH:16]([NH2:18])[CH2:15]1)([C:8]1[CH:13]=[CH:12][CH:11]=[CH:10][CH:9]=1)[C:2]1[CH:7]=[CH:6][CH:5]=[CH:4][CH:3]=1.[F:19][C:20]1[CH:21]=[C:22]([N+:27]([O-:29])=[O:28])[CH:23]=[CH:24][C:25]=1F.C(N(CC)CC)C, predict the reaction product. The product is: [CH:1]([N:14]1[CH2:17][CH:16]([NH:18][C:25]2[CH:24]=[CH:23][C:22]([N+:27]([O-:29])=[O:28])=[CH:21][C:20]=2[F:19])[CH2:15]1)([C:8]1[CH:13]=[CH:12][CH:11]=[CH:10][CH:9]=1)[C:2]1[CH:3]=[CH:4][CH:5]=[CH:6][CH:7]=1. (8) Given the reactants [CH2:1]([C:3]1[C:4]([C:12]([O:14]C)=O)=[C:5]([N:9]=[C:10]=[S:11])[S:6][C:7]=1[CH3:8])[CH3:2].[N:16]1([CH2:21][CH2:22][CH2:23][NH2:24])[CH:20]=[CH:19][N:18]=[CH:17]1, predict the reaction product. The product is: [CH2:1]([C:3]1[C:4]2[C:12](=[O:14])[N:24]([CH2:23][CH2:22][CH2:21][N:16]3[CH:20]=[CH:19][N:18]=[CH:17]3)[C:10](=[S:11])[NH:9][C:5]=2[S:6][C:7]=1[CH3:8])[CH3:2].